From a dataset of Full USPTO retrosynthesis dataset with 1.9M reactions from patents (1976-2016). Predict the reactants needed to synthesize the given product. (1) Given the product [CH3:20][N:18]1[CH:19]=[C:15]([N:14]2[C:5]3[C:4]4[CH:3]=[C:2]([C:30]5[CH:29]=[N:28][C:27]([NH:26][CH2:24][CH3:25])=[C:32]([CH2:33][O:34][CH3:35])[CH:31]=5)[CH:11]=[CH:10][C:9]=4[N:8]=[CH:7][C:6]=3[N:12]([CH3:23])[C:13]2=[O:22])[C:16]([CH3:21])=[N:17]1, predict the reactants needed to synthesize it. The reactants are: Br[C:2]1[CH:11]=[CH:10][C:9]2[N:8]=[CH:7][C:6]3[N:12]([CH3:23])[C:13](=[O:22])[N:14]([C:15]4[C:16]([CH3:21])=[N:17][N:18]([CH3:20])[CH:19]=4)[C:5]=3[C:4]=2[CH:3]=1.[CH2:24]([NH:26][C:27]1[C:32]([CH2:33][O:34][CH3:35])=[CH:31][C:30](B2OC(C)(C)C(C)(C)O2)=[CH:29][N:28]=1)[CH3:25]. (2) Given the product [F:1][C:2]1[CH:7]=[CH:6][C:5]([C:8]2([C:9]#[N:10])[CH2:14][CH2:13][CH2:12]2)=[CH:4][CH:3]=1, predict the reactants needed to synthesize it. The reactants are: [F:1][C:2]1[CH:7]=[CH:6][C:5]([CH2:8][C:9]#[N:10])=[CH:4][CH:3]=1.Br[CH2:12][CH2:13][CH2:14]Br.[H-].[Na+].CC(O)C. (3) Given the product [Si:1]([O:8][CH2:9][CH2:10][N:11]([CH:45]1[CH2:47][CH2:46]1)[C:12]([C:14]1[C:19]([O:20][CH2:21][C:22]2[CH:23]=[CH:24][CH:25]=[CH:26][CH:27]=2)=[C:18]([OH:28])[N:17]=[C:16]([CH2:29][C:30]2([C:35]3[C:44]4[C:39](=[CH:40][CH:41]=[CH:42][CH:43]=4)[CH:38]=[CH:37][CH:36]=3)[CH2:31][CH2:32][CH2:33][CH2:34]2)[N:15]=1)=[O:13])([C:4]([CH3:6])([CH3:7])[CH3:5])([CH3:2])[CH3:3], predict the reactants needed to synthesize it. The reactants are: [Si:1]([O:8][CH2:9][CH2:10][N:11]([CH3:45])[C:12]([C:14]1[C:19]([O:20][CH2:21][C:22]2[CH:27]=[CH:26][CH:25]=[CH:24][CH:23]=2)=[C:18]([OH:28])[N:17]=[C:16]([CH2:29][C:30]2([C:35]3[C:44]4[C:39](=[CH:40][CH:41]=[CH:42][CH:43]=4)[CH:38]=[CH:37][CH:36]=3)[CH2:34][CH2:33][CH2:32][CH2:31]2)[N:15]=1)=[O:13])([C:4]([CH3:7])([CH3:6])[CH3:5])([CH3:3])[CH3:2].[CH2:46](OC1C(C(O)=O)=NC(CC2(C3C4C(=CC=CC=4)C=CC=3)CCCC2)=NC=1O)[C:47]1C=CC=CC=1.[Si](OCCNC1CC1)(C(C)(C)C)(C)C.